This data is from Forward reaction prediction with 1.9M reactions from USPTO patents (1976-2016). The task is: Predict the product of the given reaction. Given the reactants [CH3:1][C:2]([CH3:28])([CH3:27])[C:3]#[C:4][C:5]1[S:9][C:8]([C:10]([O:12]C)=[O:11])=[C:7]([N:14]([CH:24]([CH3:26])[CH3:25])[C:15]([C@H:17]2[CH2:22][CH2:21][C:20]([CH3:23])=[CH:19][CH2:18]2)=[O:16])[CH:6]=1.O.[OH-].[Li+].Cl, predict the reaction product. The product is: [CH3:1][C:2]([CH3:27])([CH3:28])[C:3]#[C:4][C:5]1[S:9][C:8]([C:10]([OH:12])=[O:11])=[C:7]([N:14]([CH:24]([CH3:25])[CH3:26])[C:15]([C@H:17]2[CH2:22][CH2:21][C:20]([CH3:23])=[CH:19][CH2:18]2)=[O:16])[CH:6]=1.